From a dataset of Full USPTO retrosynthesis dataset with 1.9M reactions from patents (1976-2016). Predict the reactants needed to synthesize the given product. Given the product [CH2:39]([N:24]([CH2:22][CH3:23])[S:25]([CH2:28][CH:29]1[CH2:33][CH:32]([C:34]([NH:2][NH:1][C:3]2[N:4]=[C:5]3[CH:11]=[CH:10][N:9]([S:12]([C:15]4[CH:21]=[CH:20][C:18]([CH3:19])=[CH:17][CH:16]=4)(=[O:13])=[O:14])[C:6]3=[N:7][CH:8]=2)=[O:35])[CH:31]([CH2:37][CH3:38])[CH2:30]1)(=[O:27])=[O:26])[CH3:40], predict the reactants needed to synthesize it. The reactants are: [NH:1]([C:3]1[N:4]=[C:5]2[CH:11]=[CH:10][N:9]([S:12]([C:15]3[CH:21]=[CH:20][C:18]([CH3:19])=[CH:17][CH:16]=3)(=[O:14])=[O:13])[C:6]2=[N:7][CH:8]=1)[NH2:2].[CH2:22]([N:24]([CH2:39][CH3:40])[S:25]([CH2:28][CH:29]1[CH2:33][CH:32]([C:34](O)=[O:35])[CH:31]([CH2:37][CH3:38])[CH2:30]1)(=[O:27])=[O:26])[CH3:23].CN(C(ON1N=NC2C=CC=NC1=2)=[N+](C)C)C.F[P-](F)(F)(F)(F)F.